The task is: Regression. Given a peptide amino acid sequence and an MHC pseudo amino acid sequence, predict their binding affinity value. This is MHC class I binding data.. This data is from Peptide-MHC class I binding affinity with 185,985 pairs from IEDB/IMGT. (1) The peptide sequence is VVILDSFDPL. The MHC is Patr-B0101 with pseudo-sequence Patr-B0101. The binding affinity (normalized) is 0.0381. (2) The MHC is HLA-A33:01 with pseudo-sequence HLA-A33:01. The peptide sequence is STYGWNLVR. The binding affinity (normalized) is 0.901. (3) The peptide sequence is ISDPAFKVF. The MHC is HLA-A02:01 with pseudo-sequence HLA-A02:01. The binding affinity (normalized) is 0.0847. (4) The peptide sequence is FIAGLIAIV. The MHC is HLA-A02:02 with pseudo-sequence HLA-A02:02. The binding affinity (normalized) is 1.00.